This data is from Peptide-MHC class II binding affinity with 134,281 pairs from IEDB. The task is: Regression. Given a peptide amino acid sequence and an MHC pseudo amino acid sequence, predict their binding affinity value. This is MHC class II binding data. (1) The peptide sequence is DRTELLEMVCFHEFL. The MHC is DRB1_1101 with pseudo-sequence DRB1_1101. The binding affinity (normalized) is 0.259. (2) The peptide sequence is PSLIKTLQSRMSKNF. The MHC is DRB1_0404 with pseudo-sequence DRB1_0404. The binding affinity (normalized) is 0.824. (3) The MHC is DRB3_0101 with pseudo-sequence DRB3_0101. The binding affinity (normalized) is 0. The peptide sequence is DQGCSSALGSGPYGA.